This data is from Forward reaction prediction with 1.9M reactions from USPTO patents (1976-2016). The task is: Predict the product of the given reaction. (1) Given the reactants [CH:1]1([C:6]2[CH:11]=[C:10]([C:12]3[N:16]=[C:15]([C:17]4[CH:22]=[C:21]([CH3:23])[C:20]([OH:24])=[C:19]([CH2:25][CH3:26])[CH:18]=4)[O:14][N:13]=3)[CH:9]=[C:8]([O:27][CH3:28])[N:7]=2)[CH2:5][CH2:4][CH2:3][CH2:2]1.Cl[CH2:30][C@@H:31]([OH:34])[CH2:32][OH:33], predict the reaction product. The product is: [CH:1]1([C:6]2[CH:11]=[C:10]([C:12]3[N:16]=[C:15]([C:17]4[CH:22]=[C:21]([CH3:23])[C:20]([O:24][CH2:30][C@@H:31]([OH:34])[CH2:32][OH:33])=[C:19]([CH2:25][CH3:26])[CH:18]=4)[O:14][N:13]=3)[CH:9]=[C:8]([O:27][CH3:28])[N:7]=2)[CH2:2][CH2:3][CH2:4][CH2:5]1. (2) Given the reactants [CH3:1][C:2]1[N:7]=[C:6]([Sn](CCCC)(CCCC)CCCC)[CH:5]=[CH:4][CH:3]=1.Cl[C:22]1[N:23]=[N:24][C:25]([C:28]2[CH:33]=[CH:32][CH:31]=[CH:30][N:29]=2)=[CH:26][CH:27]=1, predict the reaction product. The product is: [CH3:1][C:2]1[N:7]=[C:6]([C:22]2[N:23]=[N:24][C:25]([C:28]3[CH:33]=[CH:32][CH:31]=[CH:30][N:29]=3)=[CH:26][CH:27]=2)[CH:5]=[CH:4][CH:3]=1. (3) Given the reactants [BH4-].[Na+].[Br:3][C:4]1[C:8]([C:9]2[CH:10]=[CH:11][C:12]3[O:17][CH2:16][CH2:15][CH2:14][C:13]=3[CH:18]=2)=[C:7]([C:19](=[O:24])[C:20]([O:22][CH3:23])=[O:21])[N:6]([CH3:25])[N:5]=1.O, predict the reaction product. The product is: [Br:3][C:4]1[C:8]([C:9]2[CH:10]=[CH:11][C:12]3[O:17][CH2:16][CH2:15][CH2:14][C:13]=3[CH:18]=2)=[C:7]([CH:19]([OH:24])[C:20]([O:22][CH3:23])=[O:21])[N:6]([CH3:25])[N:5]=1.